From a dataset of Full USPTO retrosynthesis dataset with 1.9M reactions from patents (1976-2016). Predict the reactants needed to synthesize the given product. (1) Given the product [CH3:28][O:29][C:30]1[CH:35]=[CH:34][C:33]([C:2]2[N:7]=[C:6]([N:8]3[CH2:13][CH2:12][N:11]([C:14]4[C:15]([CH3:27])=[C:16]([CH3:26])[C:17]5[O:21][C:20]([CH3:23])([CH3:22])[CH2:19][C:18]=5[C:24]=4[CH3:25])[CH2:10][CH2:9]3)[CH:5]=[CH:4][N:3]=2)=[CH:32][CH:31]=1, predict the reactants needed to synthesize it. The reactants are: Cl[C:2]1[N:7]=[C:6]([N:8]2[CH2:13][CH2:12][N:11]([C:14]3[C:15]([CH3:27])=[C:16]([CH3:26])[C:17]4[O:21][C:20]([CH3:23])([CH3:22])[CH2:19][C:18]=4[C:24]=3[CH3:25])[CH2:10][CH2:9]2)[CH:5]=[CH:4][N:3]=1.[CH3:28][O:29][C:30]1[CH:35]=[CH:34][C:33](OB([O-])[O-])=[CH:32][CH:31]=1. (2) The reactants are: [H-].[Na+].[CH2:3]1[S:11](=[O:13])(=[O:12])[O:10][CH2:9][CH2:8][O:7][S:4]1(=[O:6])=[O:5].[CH:14]1[C:23]2[C:18](=[CH:19][CH:20]=[CH:21][CH:22]=2)[CH:17]=[CH:16][C:15]=1[C:24](Cl)=[O:25]. Given the product [CH:14]1[C:23]2[C:18](=[CH:19][CH:20]=[CH:21][CH:22]=2)[CH:17]=[CH:16][C:15]=1[C:24]([CH:3]1[S:4](=[O:5])(=[O:6])[O:7][CH2:8][CH2:9][O:10][S:11]1(=[O:13])=[O:12])=[O:25], predict the reactants needed to synthesize it.